This data is from Forward reaction prediction with 1.9M reactions from USPTO patents (1976-2016). The task is: Predict the product of the given reaction. (1) Given the reactants [I:1][C:2]1[CH:3]=[CH:4][C:5]([N+:10]([O-:12])=[O:11])=[C:6]([CH:9]=1)[CH:7]=O.[C:13]([Si:17]([CH3:32])([CH3:31])[O:18][CH2:19][CH2:20]OC1C=CC(I)=CC=1C=O)(C)(C)C.C[Si]([NH:37][Si](C)(C)C)(C)C.C([Li])CCC.C[Si](Cl)(C)C.C(N(CC)CC)C.C(Cl)(=O)C, predict the reaction product. The product is: [I:1][C:2]1[CH:3]=[CH:4][C:5]([N+:10]([O-:12])=[O:11])=[C:6]([CH:7]=[N:37][C:19]([O:18][Si:17]([CH3:32])([CH3:31])[CH3:13])=[CH2:20])[CH:9]=1. (2) Given the reactants [NH2:1][C:2]1[CH:7]=[C:6](Cl)[CH:5]=[CH:4][N:3]=1.[N+:9]([C:12]1[CH:17]=[CH:16][C:15]([OH:18])=[CH:14][CH:13]=1)([O-:11])=[O:10].C(N(CC)C(C)C)(C)C, predict the reaction product. The product is: [NH2:1][C:2]1[CH:7]=[C:6]([O:18][C:15]2[CH:16]=[CH:17][C:12]([N+:9]([O-:11])=[O:10])=[CH:13][CH:14]=2)[CH:5]=[CH:4][N:3]=1. (3) Given the reactants [CH:1]1([NH:4][C:5]2[CH:13]=[C:12]([F:14])[C:11]([F:15])=[CH:10][C:6]=2[C:7]([OH:9])=O)[CH2:3][CH2:2]1.[C:16]([O:20][C:21]([CH3:24])([CH3:23])[CH3:22])(=[O:19])[NH:17][NH2:18].C(N=C=NCCCN(C)C)C, predict the reaction product. The product is: [C:21]([O:20][C:16]([NH:17][NH:18][C:7](=[O:9])[C:6]1[CH:10]=[C:11]([F:15])[C:12]([F:14])=[CH:13][C:5]=1[NH:4][CH:1]1[CH2:2][CH2:3]1)=[O:19])([CH3:24])([CH3:23])[CH3:22]. (4) Given the reactants [Cl-].[Al+3].[Cl-].[Cl-].[Cl:5][C:6]1[CH:11]=[CH:10][C:9]([C:12]2[CH:17]=[CH:16][CH:15]=[CH:14][CH:13]=2)=[C:8]([F:18])[CH:7]=1.[C:19]([CH2:23][CH2:24][C:25](Cl)=[O:26])([O:21][CH3:22])=[O:20], predict the reaction product. The product is: [Cl:5][C:6]1[CH:11]=[CH:10][C:9]([C:12]2[CH:17]=[CH:16][C:15]([C:25](=[O:26])[CH2:24][CH2:23][C:19]([O:21][CH3:22])=[O:20])=[CH:14][CH:13]=2)=[C:8]([F:18])[CH:7]=1. (5) The product is: [OH:35][C:33]([CH3:36])([CH3:34])[CH2:32][N:29]1[CH:30]=[CH:31][C:27]([NH:26][C:12](=[O:13])[C@@H:11]([N:9]2[CH2:10][C:6]([O:5][C:4]3[CH:22]=[CH:23][CH:24]=[CH:25][C:3]=3[O:2][CH3:1])=[CH:7][C:8]2=[O:21])[CH2:15][CH:16]2[CH2:20][CH2:19][CH2:18][O:17]2)=[N:28]1. Given the reactants [CH3:1][O:2][C:3]1[CH:25]=[CH:24][CH:23]=[CH:22][C:4]=1[O:5][C:6]1[CH2:10][N:9]([C@@H:11]([CH2:15][CH:16]2[CH2:20][CH2:19][CH2:18][O:17]2)[C:12](O)=[O:13])[C:8](=[O:21])[CH:7]=1.[NH2:26][C:27]1[CH:31]=[CH:30][N:29]([CH2:32][C:33]([CH3:36])([OH:35])[CH3:34])[N:28]=1.F[P-](F)(F)(F)(F)F.N1(O[P+](N(C)C)(N(C)C)N(C)C)C2C=CC=CC=2N=N1.C(N(CC)C(C)C)(C)C, predict the reaction product. (6) The product is: [Cl:13][C:10]1[CH:11]=[CH:12][C:7]([B:27]2[O:31][C:30]([CH3:33])([CH3:32])[C:29]([CH3:35])([CH3:34])[O:28]2)=[CH:8][C:9]=1[NH:14][C@@H:15]([C:17]1[CH:22]=[CH:21][C:20]([Cl:23])=[CH:19][C:18]=1[Cl:24])[CH3:16]. Given the reactants FC(F)(F)S(O[C:7]1[CH:12]=[CH:11][C:10]([Cl:13])=[C:9]([NH:14][C@@H:15]([C:17]2[CH:22]=[CH:21][C:20]([Cl:23])=[CH:19][C:18]=2[Cl:24])[CH3:16])[CH:8]=1)(=O)=O.[B:27]1([B:27]2[O:31][C:30]([CH3:33])([CH3:32])[C:29]([CH3:35])([CH3:34])[O:28]2)[O:31][C:30]([CH3:33])([CH3:32])[C:29]([CH3:35])([CH3:34])[O:28]1.C([O-])(=O)C.[K+], predict the reaction product. (7) The product is: [CH:4]1([C@@:10]([C:38]([OH:40])=[O:39])([CH3:37])[NH:11][C:12]([C:14]2[C:23]([NH:24][C:25]([NH:27][C:28]3[C:33]([Cl:34])=[CH:32][C:31]([Cl:35])=[CH:30][C:29]=3[Cl:36])=[O:26])=[CH:22][C:21]3[C:16](=[CH:17][CH:18]=[CH:19][CH:20]=3)[CH:15]=2)=[O:13])[CH2:9][CH2:8][CH2:7][CH2:6][CH2:5]1. Given the reactants O.[OH-].[Li+].[CH:4]1([C@@:10]([C:38]([O:40]C)=[O:39])([CH3:37])[NH:11][C:12]([C:14]2[C:23]([NH:24][C:25]([NH:27][C:28]3[C:33]([Cl:34])=[CH:32][C:31]([Cl:35])=[CH:30][C:29]=3[Cl:36])=[O:26])=[CH:22][C:21]3[C:16](=[CH:17][CH:18]=[CH:19][CH:20]=3)[CH:15]=2)=[O:13])[CH2:9][CH2:8][CH2:7][CH2:6][CH2:5]1.CO.Cl, predict the reaction product. (8) Given the reactants [NH2:1][C:2]1[C:3]2[C:12](=[O:13])[N:11]([C:14]3[CH:19]=[CH:18][C:17]([CH:20]4[CH2:25][CH2:24][CH:23]([CH2:26][C:27]([O:29]C)=[O:28])[CH2:22][CH2:21]4)=[CH:16][CH:15]=3)[CH2:10][CH2:9][C:4]=2[N:5]=[C:6]([CH3:8])[N:7]=1.[OH-].[Li+].Cl, predict the reaction product. The product is: [NH2:1][C:2]1[C:3]2[C:12](=[O:13])[N:11]([C:14]3[CH:19]=[CH:18][C:17]([CH:20]4[CH2:21][CH2:22][CH:23]([CH2:26][C:27]([OH:29])=[O:28])[CH2:24][CH2:25]4)=[CH:16][CH:15]=3)[CH2:10][CH2:9][C:4]=2[N:5]=[C:6]([CH3:8])[N:7]=1. (9) Given the reactants [CH3:1][O:2][C:3]1[CH:4]=[C:5]([C@H:9]([NH2:11])[CH3:10])[CH:6]=[CH:7][CH:8]=1.C([O:16][C:17]([C:19]1[CH:24]=[CH:23][CH:22]=[CH:21][C:20]=1[C:25]1[CH:30]=[CH:29][C:28]([CH2:31][N:32]2[C:40]3[C:35](=[CH:36][C:37]([C:41](O)=[O:42])=[CH:38][CH:39]=3)[C:34]([CH3:44])=[C:33]2[CH3:45])=[CH:27][CH:26]=1)=[O:18])(C)(C)C, predict the reaction product. The product is: [CH3:1][O:2][C:3]1[CH:4]=[C:5]([C@H:9]([NH:11][C:41]([C:37]2[CH:36]=[C:35]3[C:40](=[CH:39][CH:38]=2)[N:32]([CH2:31][C:28]2[CH:27]=[CH:26][C:25]([C:20]4[C:19]([C:17]([OH:18])=[O:16])=[CH:24][CH:23]=[CH:22][CH:21]=4)=[CH:30][CH:29]=2)[C:33]([CH3:45])=[C:34]3[CH3:44])=[O:42])[CH3:10])[CH:6]=[CH:7][CH:8]=1.